This data is from Catalyst prediction with 721,799 reactions and 888 catalyst types from USPTO. The task is: Predict which catalyst facilitates the given reaction. (1) Reactant: Cl.[Cl:2][C:3]1[CH:4]=[CH:5][C:6]([O:30][CH2:31][CH:32]([CH3:34])[CH3:33])=[C:7]([CH2:9][N:10]2[C:14]([CH3:15])=[CH:13][C:12]([NH:16][C:17]([C:19]3[CH:29]=[CH:28][C:22]4[CH2:23][CH2:24][NH:25][CH2:26][CH2:27][C:21]=4[CH:20]=3)=[O:18])=[N:11]2)[CH:8]=1.[C:35](O)(=O)[CH3:36].C(=O)C.C(O[BH-](OC(=O)C)OC(=O)C)(=O)C.[Na+]. Product: [ClH:2].[Cl:2][C:3]1[CH:4]=[CH:5][C:6]([O:30][CH2:31][CH:32]([CH3:34])[CH3:33])=[C:7]([CH2:9][N:10]2[C:14]([CH3:15])=[CH:13][C:12]([NH:16][C:17]([C:19]3[CH:29]=[CH:28][C:22]4[CH2:23][CH2:24][N:25]([CH2:35][CH3:36])[CH2:26][CH2:27][C:21]=4[CH:20]=3)=[O:18])=[N:11]2)[CH:8]=1. The catalyst class is: 4. (2) Reactant: [C:1]([NH:8][C:9]1[CH:14]=[CH:13][CH:12]=[CH:11][CH:10]=1)([O:3][C:4]([CH3:7])([CH3:6])C)=[O:2].C([Li])(C)(C)C.CCCCC.[C:25]([N:32]1[CH2:37]CC(=O)C[CH2:33]1)([O:27][C:28]([CH3:31])([CH3:30])[CH3:29])=[O:26].CC(C)([O-])C.[K+].Cl. Product: [O:2]=[C:1]1[NH:8][C:9]2[CH:10]=[CH:11][CH:12]=[CH:13][C:14]=2[C:4]2([CH2:6][CH2:37][N:32]([C:25]([O:27][C:28]([CH3:31])([CH3:30])[CH3:29])=[O:26])[CH2:33][CH2:7]2)[O:3]1. The catalyst class is: 305. (3) Reactant: C(O[C@H:5]1[C@H:10]([NH:11][C:12]([NH:14][CH3:15])=[S:13])[C@@H:9]([O:16][C:17](=[O:19])[CH3:18])[C@H:8]([O:20][C:21](=[O:23])[CH3:22])[C@@H:7]([CH2:24][O:25][C:26](=[O:28])[CH3:27])[O:6]1)(=O)C.Cl[Sn](Cl)(Cl)Cl. Product: [C:21]([O:20][C@@H:8]1[C@@H:7]([CH2:24][O:25][C:26](=[O:28])[CH3:27])[O:6][CH:5]2[CH:10]([N:11]=[C:12]([NH:14][CH3:15])[S:13]2)[C@H:9]1[O:16][C:17](=[O:19])[CH3:18])(=[O:23])[CH3:22]. The catalyst class is: 2. (4) Reactant: [CH2:1]([O:3][C:4]([C:6]1[C:7]([OH:26])=[C:8]2[C:14]([Br:15])=[C:13]([Br:16])[N:12]([CH2:17][C:18]3[CH:23]=[CH:22][C:21]([O:24][CH3:25])=[CH:20][CH:19]=3)[C:9]2=[CH:10][N:11]=1)=[O:5])[CH3:2].C1C(=O)N([Br:34])C(=O)C1. Product: [CH2:1]([O:3][C:4]([C:6]1[C:7]([OH:26])=[C:8]2[C:14]([Br:15])=[C:13]([Br:16])[N:12]([CH2:17][C:18]3[CH:23]=[CH:22][C:21]([O:24][CH3:25])=[CH:20][CH:19]=3)[C:9]2=[C:10]([Br:34])[N:11]=1)=[O:5])[CH3:2]. The catalyst class is: 23. (5) Reactant: [CH3:1][N:2]1[C:14]2[CH2:13][CH2:12][CH:11]([CH:15]3[CH2:20][CH2:19][O:18][CH2:17][CH2:16]3)[CH2:10][C:9]=2[C:8]2[C:3]1=[CH:4][CH:5]=[C:6]([C:21]([OH:23])=O)[CH:7]=2.[C:24]([NH:31][CH:32]1[CH2:37][CH2:36][NH:35][CH2:34][CH2:33]1)([O:26][C:27]([CH3:30])([CH3:29])[CH3:28])=[O:25].C(N(CC)C(C)C)(C)C. Product: [CH3:1][N:2]1[C:14]2[CH2:9][CH2:10][CH:11]([CH:15]3[CH2:20][CH2:19][O:18][CH2:17][CH2:16]3)[CH2:12][C:13]=2[C:8]2[C:3]1=[CH:4][CH:5]=[C:6]([C:21]([N:35]1[CH2:34][CH2:33][CH:32]([NH:31][C:24](=[O:25])[O:26][C:27]([CH3:29])([CH3:28])[CH3:30])[CH2:37][CH2:36]1)=[O:23])[CH:7]=2. The catalyst class is: 3.